From a dataset of Reaction yield outcomes from USPTO patents with 853,638 reactions. Predict the reaction yield, written as a fraction of the theoretical maximum amount of product (1.0 means a 100% yield; for example, 0.34 means a 34% yield). (1) The reactants are Br[C:2]1[CH:7]=[CH:6][C:5]([N+:8]([O-:10])=[O:9])=[CH:4][C:3]=1[N:11]([CH2:15][C:16]([CH3:18])=[CH2:17])[C:12](=[O:14])[CH3:13].C([O-])=O.[Na+].C([O-])(=O)C.[Na+]. The catalyst is O.[Cl-].C([N+](CC)(CC)CC)C.CN(C=O)C.C([O-])(=O)C.[Pd+2].C([O-])(=O)C. The product is [CH3:17][C:16]1([CH3:18])[C:2]2[C:3](=[CH:4][C:5]([N+:8]([O-:10])=[O:9])=[CH:6][CH:7]=2)[N:11]([C:12](=[O:14])[CH3:13])[CH2:15]1. The yield is 0.880. (2) The reactants are [F:1][C:2]1[CH:7]=[C:6]([N+:8]([O-:10])=[O:9])[CH:5]=[C:4]([F:11])[C:3]=1[CH:12](C(OCC)=O)[C:13]([O:15]CC)=[O:14].C(O)(=O)C.S(=O)(=O)(O)O. The product is [F:1][C:2]1[CH:7]=[C:6]([N+:8]([O-:10])=[O:9])[CH:5]=[C:4]([F:11])[C:3]=1[CH2:12][C:13]([OH:15])=[O:14]. The catalyst is O. The yield is 0.920. (3) The reactants are Cl[C:2]1[C:7]([C:8]([F:11])([F:10])[F:9])=[CH:6][N:5]=[C:4]([NH:12][C:13]2[CH:18]=[CH:17][C:16]([P:19]([CH3:22])([CH3:21])=[O:20])=[CH:15][CH:14]=2)[N:3]=1.C(N(CC)CC)C.[CH3:30][N:31]1[CH2:36][CH2:35][NH:34][CH2:33][CH2:32]1. The catalyst is C(O)C. The product is [CH3:21][P:19]([C:16]1[CH:17]=[CH:18][C:13]([NH:12][C:4]2[N:3]=[C:2]([N:34]3[CH2:35][CH2:36][N:31]([CH3:30])[CH2:32][CH2:33]3)[C:7]([C:8]([F:11])([F:10])[F:9])=[CH:6][N:5]=2)=[CH:14][CH:15]=1)([CH3:22])=[O:20]. The yield is 0.790. (4) The reactants are [CH:1]([C:4]1[CH:5]=[C:6]([CH:25]=[CH:26][C:27]=1[O:28]C)[O:7][C:8]1[C:22]([Cl:23])=[CH:21][C:11]([CH:12]=[N:13][O:14][CH2:15][C:16]([O:18]CC)=[O:17])=[CH:10][C:9]=1[Cl:24])([CH3:3])[CH3:2].B(Br)(Br)Br. The catalyst is ClCCl. The product is [Cl:23][C:22]1[CH:21]=[C:11]([CH:10]=[C:9]([Cl:24])[C:8]=1[O:7][C:6]1[CH:25]=[CH:26][C:27]([OH:28])=[C:4]([CH:1]([CH3:2])[CH3:3])[CH:5]=1)[CH:12]=[N:13][O:14][CH2:15][C:16]([OH:18])=[O:17]. The yield is 0.380. (5) The reactants are Cl.[Br:2][C:3]1[CH:8]=[CH:7][C:6]([C:9](=[O:14])[CH2:10][CH2:11][CH2:12][CH3:13])=[CH:5][CH:4]=1.[N:15]([O-])=[O:16].[Na+]. The catalyst is C1COCC1.C(OCC)C. The product is [Br:2][C:3]1[CH:4]=[CH:5][C:6]([C:9](=[O:14])/[C:10](=[N:15]\[OH:16])/[CH2:11][CH2:12][CH3:13])=[CH:7][CH:8]=1. The yield is 0.330. (6) The reactants are [Br:1][CH2:2][CH2:3][CH2:4][CH2:5][CH2:6][C:7]([NH:9][CH2:10][C:11]([C:13]1[CH:18]=[CH:17][C:16]([Br:19])=[CH:15][CH:14]=1)=[O:12])=O. The catalyst is O=P(Cl)(Cl)Cl. The product is [Br:1][CH2:2][CH2:3][CH2:4][CH2:5][CH2:6][C:7]1[O:12][C:11]([C:13]2[CH:18]=[CH:17][C:16]([Br:19])=[CH:15][CH:14]=2)=[CH:10][N:9]=1. The yield is 0.330.